This data is from Aqueous solubility values for 9,982 compounds from the AqSolDB database. The task is: Regression/Classification. Given a drug SMILES string, predict its absorption, distribution, metabolism, or excretion properties. Task type varies by dataset: regression for continuous measurements (e.g., permeability, clearance, half-life) or binary classification for categorical outcomes (e.g., BBB penetration, CYP inhibition). For this dataset (solubility_aqsoldb), we predict Y. (1) The Y is -1.54 log mol/L. The molecule is c1cc(-c2ccncc2)ccn1. (2) The compound is CNC(=O)O/N=C(\C)SC. The Y is -0.447 log mol/L. (3) The drug is CN1C(=O)c2ccc3c4ccc5c6c(ccc(c7ccc(c2c37)C1=O)c64)C(=O)N(C)C5=O. The Y is -7.72 log mol/L. (4) The drug is CCS(=O)(=O)CC. The Y is 0.0433 log mol/L. (5) The molecule is COP(=S)(OC)SCCSC(C)C. The Y is -3.43 log mol/L.